From a dataset of Reaction yield outcomes from USPTO patents with 853,638 reactions. Predict the reaction yield, written as a fraction of the theoretical maximum amount of product (1.0 means a 100% yield; for example, 0.34 means a 34% yield). The yield is 0.760. No catalyst specified. The reactants are [NH2:1][C:2]1[C:11]2[C:6](=[C:7](I)[CH:8]=[CH:9][CH:10]=2)[N:5]=[N:4][C:3]=1[C:13]([NH:15][CH2:16][CH2:17][CH3:18])=[O:14].[CH3:19][C:20]1[CH:25]=[CH:24][C:23]([Sn](C)(C)C)=[CH:22][N:21]=1. The product is [NH2:1][C:2]1[C:11]2[C:6](=[C:7]([C:23]3[CH:22]=[N:21][C:20]([CH3:19])=[CH:25][CH:24]=3)[CH:8]=[CH:9][CH:10]=2)[N:5]=[N:4][C:3]=1[C:13]([NH:15][CH2:16][CH2:17][CH3:18])=[O:14].